Dataset: TCR-epitope binding with 47,182 pairs between 192 epitopes and 23,139 TCRs. Task: Binary Classification. Given a T-cell receptor sequence (or CDR3 region) and an epitope sequence, predict whether binding occurs between them. (1) The epitope is KLSYGIATV. The TCR CDR3 sequence is CASSPLAGGLHEQYF. Result: 1 (the TCR binds to the epitope). (2) The epitope is AYAQKIFKI. The TCR CDR3 sequence is CASSPPKGRGSYEQYF. Result: 1 (the TCR binds to the epitope). (3) The epitope is KMQRMLLEK. The TCR CDR3 sequence is CSARRGTEAFF. Result: 0 (the TCR does not bind to the epitope). (4) The epitope is CINGVCWTV. The TCR CDR3 sequence is CASRREGTASWGAYNEQFF. Result: 0 (the TCR does not bind to the epitope).